Dataset: Full USPTO retrosynthesis dataset with 1.9M reactions from patents (1976-2016). Task: Predict the reactants needed to synthesize the given product. (1) Given the product [C:21]([O:20][C:18](=[O:19])[N:5]([CH2:6][CH2:7][Cl:8])[CH2:4][CH2:3][Cl:2])([CH3:24])([CH3:23])[CH3:22], predict the reactants needed to synthesize it. The reactants are: Cl.[Cl:2][CH2:3][CH2:4][NH:5][CH2:6][CH2:7][Cl:8].C(N(CC)C(C)C)(C)C.[C:18](O[C:18]([O:20][C:21]([CH3:24])([CH3:23])[CH3:22])=[O:19])([O:20][C:21]([CH3:24])([CH3:23])[CH3:22])=[O:19]. (2) Given the product [CH:11]1([CH:6]([C:5]2[CH:8]=[CH:9][N:10]=[C:3]([O:2][CH3:1])[CH:4]=2)[OH:7])[CH2:13][CH2:12]1, predict the reactants needed to synthesize it. The reactants are: [CH3:1][O:2][C:3]1[CH:4]=[C:5]([CH:8]=[CH:9][N:10]=1)[CH:6]=[O:7].[CH:11]1([Mg]Br)[CH2:13][CH2:12]1.[Cl-].[NH4+]. (3) Given the product [NH2:8][C:9]1[CH:10]=[C:2]([Br:1])[CH:3]=[CH:4][C:5]=1[C:6]([OH:12])=[O:13], predict the reactants needed to synthesize it. The reactants are: [Br:1][C:2]1[CH:10]=[C:9]2[C:5]([C:6](=[O:12])C(=O)[NH:8]2)=[CH:4][CH:3]=1.[OH-:13].[Na+].Cl. (4) Given the product [NH2:12][CH2:11][CH2:10][CH2:9][C:6]1[CH:7]=[CH:8][C:3]([C:1]#[N:2])=[C:4]([F:23])[CH:5]=1, predict the reactants needed to synthesize it. The reactants are: [C:1]([C:3]1[CH:8]=[CH:7][C:6]([CH2:9][CH2:10][CH2:11][NH:12]C(OCC2C=CC=CC=2)=O)=[CH:5][C:4]=1[F:23])#[N:2]. (5) Given the product [C:1]([O:4][C:5]1[CH:10]=[CH:9][C:8]([NH:11][CH:12]=[O:13])=[C:7]([NH2:14])[CH:6]=1)(=[O:3])[CH3:2], predict the reactants needed to synthesize it. The reactants are: [C:1]([O:4][C:5]1[CH:10]=[CH:9][C:8]([NH:11][CH:12]=[O:13])=[C:7]([N+:14]([O-])=O)[CH:6]=1)(=[O:3])[CH3:2]. (6) Given the product [Cl:9][C:6]1[N:5]=[CH:4][N:3]=[C:2]([NH:24][CH:21]2[CH2:22][CH2:23][N:18]([CH2:17][C:16]3[CH:15]=[C:14]([O:13][CH:10]([CH3:11])[CH3:12])[CH:27]=[C:26]([O:28][CH:29]([CH3:31])[CH3:30])[CH:25]=3)[CH2:19][CH2:20]2)[C:7]=1[NH2:8], predict the reactants needed to synthesize it. The reactants are: Cl[C:2]1[C:7]([NH2:8])=[C:6]([Cl:9])[N:5]=[CH:4][N:3]=1.[CH:10]([O:13][C:14]1[CH:15]=[C:16]([CH:25]=[C:26]([O:28][CH:29]([CH3:31])[CH3:30])[CH:27]=1)[CH2:17][N:18]1[CH2:23][CH2:22][CH:21]([NH2:24])[CH2:20][CH2:19]1)([CH3:12])[CH3:11]. (7) Given the product [OH:8][C:9]1[CH:10]=[CH:11][C:12]([N:15]([CH3:66])[C:16]([C:18]2[CH:19]=[C:20]([C:27]3[CH:28]=[C:29]4[C:34](=[CH:35][C:36]=3[C:37]([N:39]3[C@H:48]([CH2:49][N:50]5[CH2:51][CH2:52][O:53][CH2:54][CH2:55]5)[CH2:47][C:46]5[C:41](=[CH:42][CH:43]=[CH:44][CH:45]=5)[CH2:40]3)=[O:38])[CH2:33][N:32]([C:56]([O:58][C:59]3[CH:64]=[CH:63][CH:62]=[C:61]([CH3:65])[CH:60]=3)=[O:57])[CH2:31][CH2:30]4)[N:21]3[C:26]=2[CH2:25][CH2:24][CH2:23][CH2:22]3)=[O:17])=[CH:13][CH:14]=1, predict the reactants needed to synthesize it. The reactants are: C([O:8][C:9]1[CH:14]=[CH:13][C:12]([N:15]([CH3:66])[C:16]([C:18]2[CH:19]=[C:20]([C:27]3[CH:28]=[C:29]4[C:34](=[CH:35][C:36]=3[C:37]([N:39]3[C@H:48]([CH2:49][N:50]5[CH2:55][CH2:54][O:53][CH2:52][CH2:51]5)[CH2:47][C:46]5[C:41](=[CH:42][CH:43]=[CH:44][CH:45]=5)[CH2:40]3)=[O:38])[CH2:33][N:32]([C:56]([O:58][C:59]3[CH:64]=[CH:63][CH:62]=[C:61]([CH3:65])[CH:60]=3)=[O:57])[CH2:31][CH2:30]4)[N:21]3[C:26]=2[CH2:25][CH2:24][CH2:23][CH2:22]3)=[O:17])=[CH:11][CH:10]=1)C1C=CC=CC=1. (8) The reactants are: [CH3:1][C@@:2]12[CH2:9][CH2:8][CH2:7][N:6]1[C@@H:5]([C:10]([Cl:13])([Cl:12])[Cl:11])[O:4][C:3]2=[O:14].C(NC(C)C)(C)C.ClC(Cl)(Cl)[C@H]1OC(=O)[C@H]2N1CCC2.C(Br)[C:36]1[CH:41]=[CH:40][CH:39]=[CH:38][CH:37]=1. Given the product [CH2:1]([C@@:2]12[CH2:9][CH2:8][CH2:7][N:6]1[C@@H:5]([C:10]([Cl:13])([Cl:12])[Cl:11])[O:4][C:3]2=[O:14])[C:36]1[CH:41]=[CH:40][CH:39]=[CH:38][CH:37]=1, predict the reactants needed to synthesize it. (9) Given the product [Cl:1][C:2]1[C:3]([F:22])=[C:4]([CH:19]=[CH:20][CH:21]=1)[NH:5][C:6]1[C:15]2[C:10](=[CH:11][C:12]([O:17][CH3:18])=[C:13]([O:16][C@H:36]3[CH2:40][N:39]([C:41]([O:43][C:44]([CH3:47])([CH3:46])[CH3:45])=[O:42])[C@H:38]([C:48]([O:50][CH3:51])=[O:49])[CH2:37]3)[CH:14]=2)[N:9]=[CH:8][N:7]=1, predict the reactants needed to synthesize it. The reactants are: [Cl:1][C:2]1[C:3]([F:22])=[C:4]([CH:19]=[CH:20][CH:21]=1)[NH:5][C:6]1[C:15]2[C:10](=[CH:11][C:12]([O:17][CH3:18])=[C:13]([OH:16])[CH:14]=2)[N:9]=[CH:8][N:7]=1.[N+](C1C=CC(S(O[C@@H:36]2[CH2:40][N:39]([C:41]([O:43][C:44]([CH3:47])([CH3:46])[CH3:45])=[O:42])[C@H:38]([C:48]([O:50][CH3:51])=[O:49])[CH2:37]2)(=O)=O)=CC=1)([O-])=O.[F-].[Cs+].